This data is from Peptide-MHC class I binding affinity with 185,985 pairs from IEDB/IMGT. The task is: Regression. Given a peptide amino acid sequence and an MHC pseudo amino acid sequence, predict their binding affinity value. This is MHC class I binding data. The peptide sequence is ITDVQDMDP. The MHC is HLA-A03:01 with pseudo-sequence HLA-A03:01. The binding affinity (normalized) is 0.0847.